Dataset: Full USPTO retrosynthesis dataset with 1.9M reactions from patents (1976-2016). Task: Predict the reactants needed to synthesize the given product. (1) Given the product [CH2:16]([O:23][N:24]1[C:30](=[O:31])[N:29]2[CH2:32][C@H:25]1[CH2:26][CH2:27][C@H:28]2[C:33]1[O:34][C:37]([CH2:38][CH2:39][CH2:40][NH:41][C:42](=[O:48])[O:43][C:44]([CH3:46])([CH3:47])[CH3:45])=[N:36][N:35]=1)[C:17]1[CH:22]=[CH:21][CH:20]=[CH:19][CH:18]=1, predict the reactants needed to synthesize it. The reactants are: O(S(C(F)(F)F)(=O)=O)S(C(F)(F)F)(=O)=O.[CH2:16]([O:23][N:24]1[C:30](=[O:31])[N:29]2[CH2:32][C@H:25]1[CH2:26][CH2:27][C@H:28]2[C:33]([NH:35][NH:36][C:37](=O)[CH2:38][CH2:39][CH2:40][NH:41][C:42](=[O:48])[O:43][C:44]([CH3:47])([CH3:46])[CH3:45])=[O:34])[C:17]1[CH:22]=[CH:21][CH:20]=[CH:19][CH:18]=1.C([O-])(O)=O.[Na+]. (2) Given the product [Cl:32][C:28]1[CH:29]=[C:30]([F:31])[C:25]([NH:1][CH2:2][C@@H:3]2[C@H:8]([CH3:9])[CH2:7][CH2:6][CH2:5][N:4]2[C:10]([C:12]2[C:17]([N:18]3[N:22]=[CH:21][CH:20]=[N:19]3)=[CH:16][CH:15]=[C:14]([CH3:23])[N:13]=2)=[O:11])=[N:26][CH:27]=1, predict the reactants needed to synthesize it. The reactants are: [NH2:1][CH2:2][C@@H:3]1[C@H:8]([CH3:9])[CH2:7][CH2:6][CH2:5][N:4]1[C:10]([C:12]1[C:17]([N:18]2[N:22]=[CH:21][CH:20]=[N:19]2)=[CH:16][CH:15]=[C:14]([CH3:23])[N:13]=1)=[O:11].Br[C:25]1[C:30]([F:31])=[CH:29][C:28]([Cl:32])=[CH:27][N:26]=1.